Dataset: Catalyst prediction with 721,799 reactions and 888 catalyst types from USPTO. Task: Predict which catalyst facilitates the given reaction. (1) Reactant: [CH:1]1[N:2]=[CH:3][N:4]2[CH:9]([C:10]3[CH:17]=[CH:16][C:13]([C:14]#[N:15])=[CH:12][CH:11]=3)[CH2:8][O:7][CH2:6][C:5]=12.C([Sn](=O)CCCC)CCC.C[Si]([N:32]=[N+:33]=[N-:34])(C)C. Product: [NH:32]1[C:14]([C:13]2[CH:16]=[CH:17][C:10]([CH:9]3[CH2:8][O:7][CH2:6][C:5]4=[CH:1][N:2]=[CH:3][N:4]34)=[CH:11][CH:12]=2)=[N:15][N:34]=[N:33]1. The catalyst class is: 11. (2) The catalyst class is: 383. Reactant: [CH2:1]([OH:23])[C@H:2]1[O:7][C@H:6]([O:8][C@H:9]2[C@H:14]([OH:15])[C@@H:13]([OH:16])[C@H:12]([OH:17])[O:11][C@@H:10]2[CH2:18][OH:19])[C@H:5]([OH:20])[C@@H:4]([OH:21])[C@@H:3]1[OH:22].[C:24](Cl)(=[O:31])[C:25]1[CH:30]=[CH:29][CH:28]=[CH:27][CH:26]=1.C(Cl)Cl. Product: [C:24]([O:20][C@@H:5]1[C@@H:4]([O:21][C:24](=[O:31])[C:25]2[CH:30]=[CH:29][CH:28]=[CH:27][CH:26]=2)[C@H:3]([O:22][C:24](=[O:31])[C:25]2[CH:30]=[CH:29][CH:28]=[CH:27][CH:26]=2)[C@@H:2]([CH2:1][O:23][C:24](=[O:31])[C:25]2[CH:30]=[CH:29][CH:28]=[CH:27][CH:26]=2)[O:7][C@@H:6]1[O:8][C@@H:9]1[C@@H:10]([CH2:18][O:19][C:24](=[O:31])[C:25]2[CH:30]=[CH:29][CH:28]=[CH:27][CH:26]=2)[O:11][CH:12]([O:17][C:24](=[O:31])[C:25]2[CH:30]=[CH:29][CH:28]=[CH:27][CH:26]=2)[C@H:13]([O:16][C:24](=[O:31])[C:25]2[CH:30]=[CH:29][CH:28]=[CH:27][CH:26]=2)[C@H:14]1[O:15][C:24](=[O:31])[C:25]1[CH:30]=[CH:29][CH:28]=[CH:27][CH:26]=1)(=[O:31])[C:25]1[CH:30]=[CH:29][CH:28]=[CH:27][CH:26]=1. (3) Reactant: [CH3:1][C:2]1[CH:3]=[N:4][C:5]([C:8]([O-])=[O:9])=[N:6][CH:7]=1.[BH4-].[Na+]. Product: [CH3:1][C:2]1[CH:3]=[N:4][C:5]([CH2:8][OH:9])=[N:6][CH:7]=1. The catalyst class is: 88. (4) Reactant: Cl.[CH3:2][S:3][C:4]1[C:5]([C:17]2[CH:22]=[CH:21][CH:20]=[CH:19][CH:18]=2)=[N:6][C:7]2[C:12]([C:13]=1[C:14]([OH:16])=O)=[CH:11][CH:10]=[CH:9][CH:8]=2.C1C=C2N=NN(O)C2=CC=1.O.CN1CCOCC1.CCN=C=NCCCN(C)C.[C:52]1([C@@H:58]([NH2:61])[CH2:59][CH3:60])[CH:57]=[CH:56][CH:55]=[CH:54][CH:53]=1. Product: [CH3:2][S:3][C:4]1[C:5]([C:17]2[CH:22]=[CH:21][CH:20]=[CH:19][CH:18]=2)=[N:6][C:7]2[C:12]([C:13]=1[C:14]([NH:61][C@H:58]([C:52]1[CH:57]=[CH:56][CH:55]=[CH:54][CH:53]=1)[CH2:59][CH3:60])=[O:16])=[CH:11][CH:10]=[CH:9][CH:8]=2. The catalyst class is: 2. (5) Reactant: [F:1][C:2]1[CH:7]=[CH:6][CH:5]=[CH:4][C:3]=1[NH:8][N:9]=[C:10]([CH3:19])[CH2:11][C:12]([O:14][C:15]([CH3:18])([CH3:17])[CH3:16])=[O:13].[CH3:20]OC(OC)N(C)C. Product: [F:1][C:2]1[CH:7]=[CH:6][CH:5]=[CH:4][C:3]=1[N:8]1[CH:20]=[C:11]([C:12]([O:14][C:15]([CH3:18])([CH3:17])[CH3:16])=[O:13])[C:10]([CH3:19])=[N:9]1. The catalyst class is: 11. (6) Reactant: [NH2:1][C:2]1[CH:7]=[CH:6][C:5]([C@@H:8]2[CH2:10][C@H:9]2[N:11]([CH2:19][CH:20]2[CH2:22][CH2:21]2)[C:12](=[O:18])[O:13][C:14]([CH3:17])([CH3:16])[CH3:15])=[CH:4][CH:3]=1.[CH3:23][N:24]1[CH:28]=[C:27]([C:29](O)=[O:30])[CH:26]=[N:25]1.Cl.C(N=C=NCCCN(C)C)C.O. Product: [CH:20]1([CH2:19][N:11]([C@@H:9]2[CH2:10][C@H:8]2[C:5]2[CH:6]=[CH:7][C:2]([NH:1][C:29]([C:27]3[CH:26]=[N:25][N:24]([CH3:23])[CH:28]=3)=[O:30])=[CH:3][CH:4]=2)[C:12](=[O:18])[O:13][C:14]([CH3:17])([CH3:16])[CH3:15])[CH2:22][CH2:21]1. The catalyst class is: 3. (7) Reactant: [Cl:1][C:2]1[CH:11]=[C:10]2[C:5]([C:6]([NH:12][CH:13]3[CH2:18][CH2:17][CH:16]([NH2:19])[CH2:15][CH2:14]3)=[CH:7][CH:8]=[N:9]2)=[CH:4][CH:3]=1.[F:20][C:21]1[CH:26]=[CH:25][C:24]([CH2:27][C:28](Cl)=[O:29])=[CH:23][CH:22]=1. Product: [Cl:1][C:2]1[CH:11]=[C:10]2[C:5]([C:6]([NH:12][C@@H:13]3[CH2:14][CH2:15][C@H:16]([NH:19][C:28](=[O:29])[CH2:27][C:24]4[CH:25]=[CH:26][C:21]([F:20])=[CH:22][CH:23]=4)[CH2:17][CH2:18]3)=[CH:7][CH:8]=[N:9]2)=[CH:4][CH:3]=1. The catalyst class is: 236. (8) Reactant: [NH2:1][C:2]1[N:6]([CH2:7][CH2:8][CH2:9][N:10]([CH2:13][CH3:14])[CH2:11][CH3:12])[C:5]([SH:15])=[N:4][C:3]=1[C:16]([NH2:18])=[O:17].Br[C:20]1[C:28]([S:29][CH3:30])=[CH:27][C:23]2[O:24][CH2:25][O:26][C:22]=2[CH:21]=1. Product: [NH2:1][C:2]1[N:6]([CH2:7][CH2:8][CH2:9][N:10]([CH2:13][CH3:14])[CH2:11][CH3:12])[C:5]([S:15][C:20]2[C:28]([S:29][CH3:30])=[CH:27][C:23]3[O:24][CH2:25][O:26][C:22]=3[CH:21]=2)=[N:4][C:3]=1[C:16]([NH2:18])=[O:17]. The catalyst class is: 28.